Dataset: NCI-60 drug combinations with 297,098 pairs across 59 cell lines. Task: Regression. Given two drug SMILES strings and cell line genomic features, predict the synergy score measuring deviation from expected non-interaction effect. (1) Drug 1: C1CN1C2=NC(=NC(=N2)N3CC3)N4CC4. Drug 2: COC1=C2C(=CC3=C1OC=C3)C=CC(=O)O2. Cell line: HT29. Synergy scores: CSS=20.3, Synergy_ZIP=-4.33, Synergy_Bliss=-2.17, Synergy_Loewe=-17.1, Synergy_HSA=-1.84. (2) Drug 1: CC1=CC=C(C=C1)C2=CC(=NN2C3=CC=C(C=C3)S(=O)(=O)N)C(F)(F)F. Drug 2: C1=CC=C(C=C1)NC(=O)CCCCCCC(=O)NO. Cell line: LOX IMVI. Synergy scores: CSS=0.431, Synergy_ZIP=0.952, Synergy_Bliss=2.14, Synergy_Loewe=-6.43, Synergy_HSA=-0.329. (3) Drug 1: C1=NC2=C(N1)C(=S)N=CN2. Drug 2: CC1=C(C(=O)C2=C(C1=O)N3CC4C(C3(C2COC(=O)N)OC)N4)N. Cell line: ACHN. Synergy scores: CSS=61.6, Synergy_ZIP=-3.14, Synergy_Bliss=-1.01, Synergy_Loewe=-19.1, Synergy_HSA=1.46.